This data is from Full USPTO retrosynthesis dataset with 1.9M reactions from patents (1976-2016). The task is: Predict the reactants needed to synthesize the given product. (1) Given the product [NH2:8][CH2:9][CH2:10][N:11]1[CH2:16][CH2:15][N:14]([CH2:17]/[CH:18]=[CH:19]/[C:20]([N:21]2[CH2:22][CH2:23][CH:24]([N:27]3[C:35]4[C:34]([O:36][C:37]5[CH:38]=[CH:39][C:40]([O:43][C:44]6[CH:45]=[CH:46][CH:47]=[CH:48][CH:49]=6)=[CH:41][CH:42]=5)=[N:33][CH:32]=[N:31][C:30]=4[CH:29]=[CH:28]3)[CH2:25][CH2:26]2)=[O:50])[CH2:13][CH2:12]1, predict the reactants needed to synthesize it. The reactants are: Cl.C(OC(=O)[NH:8][CH2:9][CH2:10][N:11]1[CH2:16][CH2:15][N:14]([CH2:17]/[CH:18]=[CH:19]/[C:20](=[O:50])[N:21]2[CH2:26][CH2:25][CH:24]([N:27]3[C:35]4[C:34]([O:36][C:37]5[CH:42]=[CH:41][C:40]([O:43][C:44]6[CH:49]=[CH:48][CH:47]=[CH:46][CH:45]=6)=[CH:39][CH:38]=5)=[N:33][CH:32]=[N:31][C:30]=4[CH:29]=[CH:28]3)[CH2:23][CH2:22]2)[CH2:13][CH2:12]1)(C)(C)C. (2) Given the product [F:19][C:15]1[CH:14]=[C:13]([CH:18]=[CH:17][CH:16]=1)[CH2:12][NH:11][C:9]([NH:8][C:5]1[S:6][CH:7]=[C:3]([CH2:2][N:21]([CH3:20])[C:22]2[C:27]([CH3:28])=[N:26][CH:25]=[CH:24][N:23]=2)[N:4]=1)=[O:10], predict the reactants needed to synthesize it. The reactants are: Cl[CH2:2][C:3]1[N:4]=[C:5]([NH:8][C:9]([NH:11][CH2:12][C:13]2[CH:18]=[CH:17][CH:16]=[C:15]([F:19])[CH:14]=2)=[O:10])[S:6][CH:7]=1.[CH3:20][NH:21][C:22]1[C:27]([CH3:28])=[N:26][CH:25]=[CH:24][N:23]=1.C([O-])([O-])=O.[K+].[K+].